This data is from Forward reaction prediction with 1.9M reactions from USPTO patents (1976-2016). The task is: Predict the product of the given reaction. (1) Given the reactants O=[CH:2][CH2:3][CH2:4][CH2:5][NH:6][C:7]([N:9]1[CH2:14][CH2:13][CH:12]([C:15]2[CH:20]=[CH:19][CH:18]=[CH:17][CH:16]=2)[CH2:11][CH2:10]1)=[O:8].[CH2:21]([NH:24][CH:25]1[CH2:33][CH2:32][C:28]2[N:29]=[CH:30][S:31][C:27]=2[CH2:26]1)[CH2:22][CH3:23].C(O[BH-](OC(=O)C)OC(=O)C)(=O)C.[Na+], predict the reaction product. The product is: [C:15]1([CH:12]2[CH2:13][CH2:14][N:9]([C:7]([NH:6][CH2:5][CH2:4][CH2:3][CH2:2][N:24]([CH2:21][CH2:22][CH3:23])[CH:25]3[CH2:33][CH2:32][C:28]4[N:29]=[CH:30][S:31][C:27]=4[CH2:26]3)=[O:8])[CH2:10][CH2:11]2)[CH:20]=[CH:19][CH:18]=[CH:17][CH:16]=1. (2) Given the reactants Br[CH2:2][C:3]([C:5]1[C:10]([Cl:11])=[CH:9][C:8]([C:12]([F:15])([F:14])[F:13])=[CH:7][N:6]=1)=[O:4].[C:16]1(=[O:26])[NH:20][C:19](=[O:21])[C:18]2=[CH:22][CH:23]=[CH:24][CH:25]=[C:17]12.[K].O, predict the reaction product. The product is: [Cl:11][C:10]1[C:5]([C:3](=[O:4])[CH2:2][N:20]2[C:19](=[O:21])[C:18]3=[CH:22][CH:23]=[CH:24][CH:25]=[C:17]3[C:16]2=[O:26])=[N:6][CH:7]=[C:8]([C:12]([F:15])([F:14])[F:13])[CH:9]=1. (3) Given the reactants [Br:1][C:2]1[CH:7]=[CH:6][C:5]([C:8]2[N:9]=[C:10]([C:13](OCC)=[O:14])[NH:11][CH:12]=2)=[CH:4][CH:3]=1.COCCO[AlH2-]OCCOC.[Na+], predict the reaction product. The product is: [Br:1][C:2]1[CH:3]=[CH:4][C:5]([C:8]2[N:9]=[C:10]([CH2:13][OH:14])[NH:11][CH:12]=2)=[CH:6][CH:7]=1. (4) Given the reactants [F:1][C:2]1[CH:36]=[CH:35][C:5]([C:6](/[N:8]=[C:9]2\[NH:10][C:11]3[CH:27]=[CH:26][C:25]([CH2:28][N:29]4[CH2:34][CH2:33][O:32][CH2:31][CH2:30]4)=[CH:24][C:12]=3[N:13]\2[C@@H:14]2[CH2:19][CH2:18][C@H:17]([C:20]([O:22]C)=[O:21])[CH2:16][CH2:15]2)=[O:7])=[CH:4][CH:3]=1.[OH-].[Na+], predict the reaction product. The product is: [F:1][C:2]1[CH:3]=[CH:4][C:5]([C:6](/[N:8]=[C:9]2\[NH:10][C:11]3[CH:27]=[CH:26][C:25]([CH2:28][N:29]4[CH2:34][CH2:33][O:32][CH2:31][CH2:30]4)=[CH:24][C:12]=3[N:13]\2[C@@H:14]2[CH2:19][CH2:18][C@H:17]([C:20]([OH:22])=[O:21])[CH2:16][CH2:15]2)=[O:7])=[CH:35][CH:36]=1. (5) Given the reactants C([O:8][C:9]1[C:14]([CH2:15][N:16]2[CH2:25][CH2:24][C:23]3[C:18](=[C:19]([Cl:34])[C:20]([CH:27]([O:32][CH3:33])[CH:28]4[CH2:31][O:30][CH2:29]4)=[CH:21][C:22]=3[Cl:26])[C:17]2=[O:35])=[C:13]([O:36][CH3:37])[CH:12]=[C:11]([CH3:38])[N:10]=1)C1C=CC=CC=1, predict the reaction product. The product is: [Cl:26][C:22]1[CH:21]=[C:20]([CH:27]([O:32][CH3:33])[CH:28]2[CH2:29][O:30][CH2:31]2)[C:19]([Cl:34])=[C:18]2[C:23]=1[CH2:24][CH2:25][N:16]([CH2:15][C:14]1[C:9](=[O:8])[NH:10][C:11]([CH3:38])=[CH:12][C:13]=1[O:36][CH3:37])[C:17]2=[O:35].